Dataset: Full USPTO retrosynthesis dataset with 1.9M reactions from patents (1976-2016). Task: Predict the reactants needed to synthesize the given product. (1) Given the product [F:27][C:24]1[CH:25]=[CH:26][C:21]([S:18]([NH:17][C:15]2[CH:14]=[CH:13][C:12]3[N:8]([CH2:7][C:6]([OH:31])=[O:5])[C:9]([CH2:28][CH2:29][CH3:30])=[N:10][C:11]=3[CH:16]=2)(=[O:20])=[O:19])=[CH:22][CH:23]=1, predict the reactants needed to synthesize it. The reactants are: C([O:5][C:6](=[O:31])[CH2:7][N:8]1[C:12]2[CH:13]=[CH:14][C:15]([NH:17][S:18]([C:21]3[CH:26]=[CH:25][C:24]([F:27])=[CH:23][CH:22]=3)(=[O:20])=[O:19])=[CH:16][C:11]=2[N:10]=[C:9]1[CH2:28][CH2:29][CH3:30])(C)(C)C.FC(F)(F)C(O)=O. (2) Given the product [C:27]1([C:30]2[CH:45]=[CH:46][CH:41]=[CH:42][CH:43]=2)[CH:26]=[CH:25][C:24]([CH2:23][N:21]2[CH2:22][CH:18]([CH2:17][CH2:16][CH2:15][C:12]3[CH:13]=[CH:14][C:9]([O:8][C:5]([CH3:7])([CH3:6])[C:4]([OH:3])=[O:40])=[C:10]([CH2:36][CH2:37][CH2:38][CH3:39])[CH:11]=3)[N:19]([CH3:35])[C:20]2=[O:34])=[CH:29][CH:28]=1, predict the reactants needed to synthesize it. The reactants are: C([O:3][C:4](=[O:40])[C:5]([O:8][C:9]1[CH:14]=[CH:13][C:12]([CH2:15][CH2:16][CH2:17][CH:18]2[CH2:22][N:21]([CH2:23][C:24]3[CH:29]=[CH:28][C:27]([C:30](F)(F)F)=[CH:26][CH:25]=3)[C:20](=[O:34])[N:19]2[CH3:35])=[CH:11][C:10]=1[CH2:36][CH2:37][CH2:38][CH3:39])([CH3:7])[CH3:6])C.[C:41]1([C:41]2[CH:46]=[CH:45]C(CBr)=[CH:43][CH:42]=2)[CH:46]=[CH:45]C=[CH:43][CH:42]=1. (3) Given the product [F:39][C:35]1[CH:34]=[C:33]([CH:38]=[CH:37][CH:36]=1)[CH2:32][O:31][C:28]1[CH:29]=[CH:30][C:14]([CH2:13][OH:12])=[C:15]([CH2:16][OH:17])[CH:27]=1, predict the reactants needed to synthesize it. The reactants are: [H-].[Al+3].[Li+].[H-].[H-].[H-].FC1C=C(C=CC=1)C[O:12][C:13](=O)[C:14]1[C:15](=[CH:27][C:28]([O:31][CH2:32][C:33]2[CH:38]=[CH:37][CH:36]=[C:35]([F:39])[CH:34]=2)=[CH:29][CH:30]=1)[C:16](OCC1C=CC=C(F)C=1)=[O:17].O.S(=O)(=O)(O)O. (4) Given the product [CH2:43]([O:42][C:33]1[CH:32]=[C:28]([C:29]([N:59]2[CH2:60][CH2:61][C:56]3([CH2:55][C:54](=[O:66])[C:53]4[C:63](=[CH:64][CH:65]=[C:51]([C:50]5[NH:49][N:48]=[N:47][N:46]=5)[CH:52]=4)[O:62]3)[CH2:57][CH2:58]2)=[O:31])[CH:27]=[C:26]([O:25][CH2:23][CH3:24])[C:34]=1[C:35]1[CH:40]=[CH:39][N:38]=[C:37]([F:41])[CH:36]=1)[CH3:44], predict the reactants needed to synthesize it. The reactants are: C1C=CC2N(O)N=NC=2C=1.CCN=C=NCCCN(C)C.Cl.[CH2:23]([O:25][C:26]1[CH:27]=[C:28]([CH:32]=[C:33]([O:42][CH2:43][CH3:44])[C:34]=1[C:35]1[CH:40]=[CH:39][N:38]=[C:37]([F:41])[CH:36]=1)[C:29]([OH:31])=O)[CH3:24].Cl.[NH:46]1[C:50]([C:51]2[CH:52]=[C:53]3[C:63](=[CH:64][CH:65]=2)[O:62][C:56]2([CH2:61][CH2:60][NH:59][CH2:58][CH2:57]2)[CH2:55][C:54]3=[O:66])=[N:49][N:48]=[N:47]1. (5) Given the product [C:1]([O:5][C:6]([N:8]1[C:16]2[C:11](=[CH:12][C:13]([O:17][CH2:18][C:19]3[CH:20]=[CH:21][CH:22]=[CH:23][CH:24]=3)=[CH:14][CH:15]=2)[C:10]([C:25]2[N:26]([C:35]([O:37][C:38]([CH3:41])([CH3:40])[CH3:39])=[O:36])[C:27]3[C:32]([CH:33]=2)=[CH:31][CH:30]=[C:29]([O:34][CH2:50][CH2:49][Br:48])[CH:28]=3)=[N:9]1)=[O:7])([CH3:4])([CH3:3])[CH3:2], predict the reactants needed to synthesize it. The reactants are: [C:1]([O:5][C:6]([N:8]1[C:16]2[C:11](=[CH:12][C:13]([O:17][CH2:18][C:19]3[CH:24]=[CH:23][CH:22]=[CH:21][CH:20]=3)=[CH:14][CH:15]=2)[C:10]([C:25]2[N:26]([C:35]([O:37][C:38]([CH3:41])([CH3:40])[CH3:39])=[O:36])[C:27]3[C:32]([CH:33]=2)=[CH:31][CH:30]=[C:29]([OH:34])[CH:28]=3)=[N:9]1)=[O:7])([CH3:4])([CH3:3])[CH3:2].C(=O)([O-])[O-].[Cs+].[Cs+].[Br:48][CH:49](Br)[CH3:50]. (6) Given the product [O:1]=[C:2]1[N:6]([CH:7]2[CH2:12][CH2:11][N:10]([CH2:13][C:14]([O:16][CH2:24][CH3:25])=[O:15])[CH2:9][CH2:8]2)[C:5]2[CH:17]=[CH:18][CH:19]=[CH:20][C:4]=2[NH:3]1, predict the reactants needed to synthesize it. The reactants are: [O:1]=[C:2]1[N:6]([CH:7]2[CH2:12][CH2:11][N:10]([CH2:13][C:14]([OH:16])=[O:15])[CH2:9][CH2:8]2)[C:5]2[CH:17]=[CH:18][CH:19]=[CH:20][C:4]=2[NH:3]1.O=C1N(C2CCNCC2)[C:25]2C=CC=C[C:24]=2N1.BrCC(OCC)=O. (7) Given the product [C:11]([C:12]1[S:14][C:3]([C:4]([O:6][CH2:7][CH3:8])=[O:5])=[CH:2][N:13]=1)([CH3:16])([CH3:15])[CH3:10], predict the reactants needed to synthesize it. The reactants are: Br[CH2:2][C:3](=O)[C:4]([O:6][CH2:7][CH3:8])=[O:5].[CH3:10][C:11]([CH3:16])([CH3:15])[C:12](=[S:14])[NH2:13]. (8) Given the product [Cl:29][C:24]1[CH:23]=[C:10]2[C:9](=[C:26]([O:27][CH3:28])[CH:25]=1)[NH:8][C:13](=[O:14])[C:12]([C:18]([O:20][CH2:21][CH3:22])=[O:19])=[CH:11]2, predict the reactants needed to synthesize it. The reactants are: C(OC([NH:8][C:9]1[C:26]([O:27][CH3:28])=[CH:25][C:24]([Cl:29])=[CH:23][C:10]=1[CH:11]=[C:12]([C:18]([O:20][CH2:21][CH3:22])=[O:19])[C:13](OCC)=[O:14])=O)(C)(C)C.C(O)(C(F)(F)F)=O. (9) Given the product [Cl:11][C:12]1[CH:13]=[C:14]2[C:18](=[CH:19][CH:20]=1)[NH:17][C:16](=[O:21])[C:15]2([C:22]1[CH:27]=[CH:26][CH:25]=[CH:24][C:23]=1[O:28][CH3:29])[N:43]1[CH2:37][CH2:35][N:34]([C:3]2[CH:2]=[N:1][CH:6]=[CH:5][CH:4]=2)[CH2:31][CH2:33]1, predict the reactants needed to synthesize it. The reactants are: [N:1]1[CH:6]=[CH:5][CH:4]=[CH:3][CH:2]=1.S(Cl)(Cl)=O.[Cl:11][C:12]1[CH:13]=[C:14]2[C:18](=[CH:19][CH:20]=1)[NH:17][C:16](=[O:21])[C:15]2(O)[C:22]1[CH:27]=[CH:26][CH:25]=[CH:24][C:23]=1[O:28][CH3:29].[CH:31]([N:34](CC)[CH:35]([CH3:37])C)([CH3:33])C.ClC1C2C(=CC=CC=2)[NH:43]C1=O. (10) Given the product [CH3:23][N:24]1[C:9]([C:3]2[CH:4]=[CH:5][C:6]([Cl:8])=[CH:7][C:2]=2[Cl:1])=[C:10]([NH2:19])[C:11]([CH2:12][CH2:28][C:27]([OH:30])=[O:29])=[N:25]1, predict the reactants needed to synthesize it. The reactants are: [Cl:1][C:2]1[CH:7]=[C:6]([Cl:8])[CH:5]=[CH:4][C:3]=1[C:9](=O)[CH2:10][C:11](=O)[C:12](OCC)=O.[N:19]([O-])=O.[Na+].[CH3:23][NH:24][NH2:25].Cl.[C:27]([OH:30])(=[O:29])[CH3:28].